This data is from Aqueous solubility values for 9,982 compounds from the AqSolDB database. The task is: Regression/Classification. Given a drug SMILES string, predict its absorption, distribution, metabolism, or excretion properties. Task type varies by dataset: regression for continuous measurements (e.g., permeability, clearance, half-life) or binary classification for categorical outcomes (e.g., BBB penetration, CYP inhibition). For this dataset (solubility_aqsoldb), we predict Y. (1) The drug is O=C([O-])C(=O)[O-].[NH4+].[NH4+]. The Y is -0.473 log mol/L. (2) The compound is C1=C\CC/C=C\CC/1. The Y is -2.97 log mol/L.